From a dataset of CYP1A2 inhibition data for predicting drug metabolism from PubChem BioAssay. Regression/Classification. Given a drug SMILES string, predict its absorption, distribution, metabolism, or excretion properties. Task type varies by dataset: regression for continuous measurements (e.g., permeability, clearance, half-life) or binary classification for categorical outcomes (e.g., BBB penetration, CYP inhibition). Dataset: cyp1a2_veith. (1) The compound is Cn1cc(C(=O)OCC2CCN(CCNS(C)(=O)=O)CC2)c2ccccc21. The result is 1 (inhibitor). (2) The compound is N#Cc1ccc(-c2ccc(F)cc2)nc1Oc1ccc(Cl)c(Cl)c1. The result is 1 (inhibitor). (3) The molecule is CO[C@@H]1COC(=O)C/C=C\[C@H](C)COC(=O)[C@H](Cc2ccccc2)NC(=O)C/C=C\[C@H]1C. The result is 0 (non-inhibitor). (4) The drug is Cn1c(SCC(=O)NC2CC2)nnc1-c1cccc(NC(=O)c2ccccc2F)c1. The result is 0 (non-inhibitor). (5) The molecule is COC(=O)c1c(-c2cc(OC)c(OC)c(OC)c2)c2ccc(OCc3ccccn3)cc2c(=O)n1-c1ccc(N)cc1. The result is 0 (non-inhibitor). (6) The result is 0 (non-inhibitor). The molecule is N#Cc1cccc(NC(=O)N2CC3(CCN(C(=O)c4cccc(F)c4)CC3)C2)c1.